This data is from Reaction yield outcomes from USPTO patents with 853,638 reactions. The task is: Predict the reaction yield, written as a fraction of the theoretical maximum amount of product (1.0 means a 100% yield; for example, 0.34 means a 34% yield). (1) The yield is 0.866. The catalyst is CN(C)C=O. The product is [CH2:1]([O:5][C:6]1[C:15]2[C:10](=[CH:11][CH:12]=[C:13]([F:16])[CH:14]=2)[C:9](=[O:17])[N:8]([CH2:18][C:19]([CH3:22])([CH3:21])[CH3:20])[C:7]=1[CH2:23][N:29]1[C:25](=[O:35])[C:26]2[C:27](=[CH:31][CH:32]=[CH:33][CH:34]=2)[C:28]1=[O:30])[CH2:2][CH2:3][CH3:4]. The reactants are [CH2:1]([O:5][C:6]1[C:15]2[C:10](=[CH:11][CH:12]=[C:13]([F:16])[CH:14]=2)[C:9](=[O:17])[N:8]([CH2:18][C:19]([CH3:22])([CH3:21])[CH3:20])[C:7]=1[CH2:23]Cl)[CH2:2][CH2:3][CH3:4].[C:25]1(=[O:35])[NH:29][C:28](=[O:30])[C:27]2=[CH:31][CH:32]=[CH:33][CH:34]=[C:26]12.[K].O. (2) The reactants are C(Cl)(=O)C(Cl)=O.[O:7]1[CH:11]=[CH:10][C:9]([C:12]([OH:14])=O)=[CH:8]1.CN(C=O)C.[C:20]1([NH:26][CH2:27][C:28]2[C:37]3[C:32](=[CH:33][CH:34]=[CH:35][CH:36]=3)[NH:31][C:30](=[O:38])[CH:29]=2)[CH:25]=[CH:24][CH:23]=[CH:22][CH:21]=1.CCN(C(C)C)C(C)C.C(N)CC. The catalyst is C(Cl)Cl.CN1C(=O)CCC1. The product is [O:38]=[C:30]1[CH:29]=[C:28]([CH2:27][N:26]([C:20]2[CH:25]=[CH:24][CH:23]=[CH:22][CH:21]=2)[C:12]([C:9]2[CH:10]=[CH:11][O:7][CH:8]=2)=[O:14])[C:37]2[C:32](=[CH:33][CH:34]=[CH:35][CH:36]=2)[NH:31]1. The yield is 0.300. (3) The yield is 0.800. The product is [CH2:1]([C:3]1[CH:4]=[CH:5][C:6]([CH:9]2[CH2:10][O:17]2)=[N:7][CH:8]=1)[CH3:2]. The reactants are [CH2:1]([C:3]1[CH:4]=[CH:5][C:6]([CH:9]=[CH2:10])=[N:7][CH:8]=1)[CH3:2].BrN1C(=[O:17])CCC1=O.C([O-])([O-])=O.[K+].[K+].CO. The catalyst is CS(C)=O.O. (4) The reactants are I[C:2]1[CH:18]=[CH:17][C:5]2[O:6][CH2:7][CH2:8][C:9]3[N:10]([N:11]=[C:12]([C:14]([NH2:16])=[O:15])[CH:13]=3)[C:4]=2[CH:3]=1.N1CCCCC1.[CH3:25][C:26]1[O:30][N:29]=[C:28]([C@:31]([OH:35])([C:33]#[CH:34])[CH3:32])[CH:27]=1. The catalyst is C1C=CC([P]([Pd]([P](C2C=CC=CC=2)(C2C=CC=CC=2)C2C=CC=CC=2)([P](C2C=CC=CC=2)(C2C=CC=CC=2)C2C=CC=CC=2)[P](C2C=CC=CC=2)(C2C=CC=CC=2)C2C=CC=CC=2)(C2C=CC=CC=2)C2C=CC=CC=2)=CC=1.[Cu]I. The product is [OH:35][C@:31]([C:28]1[CH:27]=[C:26]([CH3:25])[O:30][N:29]=1)([CH3:32])[C:33]#[C:34][C:2]1[CH:18]=[CH:17][C:5]2[O:6][CH2:7][CH2:8][C:9]3[N:10]([N:11]=[C:12]([C:14]([NH2:16])=[O:15])[CH:13]=3)[C:4]=2[CH:3]=1. The yield is 0.560. (5) The reactants are [Li+].[OH-].[Cl:3][C:4]1[S:30][C:7]2[NH:8][C:9]([C:11]([NH:13][CH:14]3[CH2:23][C:22]4[C:17](=[CH:18][CH:19]=[CH:20][CH:21]=4)[N:16]([CH2:24][C:25]([O:27]C)=[O:26])[C:15]3=[O:29])=[O:12])=[CH:10][C:6]=2[CH:5]=1. The catalyst is O.C1COCC1. The product is [C:25]([CH2:24][N:16]1[C:17]2[C:22](=[CH:21][CH:20]=[CH:19][CH:18]=2)[CH2:23][CH:14]([NH:13][C:11]([C:9]2[NH:8][C:7]3[S:30][C:4]([Cl:3])=[CH:5][C:6]=3[CH:10]=2)=[O:12])[C:15]1=[O:29])([OH:27])=[O:26]. The yield is 0.890. (6) The product is [C:1]([O:4][C@@H:5]1[CH2:9][C:8](=[O:10])[N:7]([C@@H:11]2[CH2:16][CH2:15][CH2:14][CH2:13][C@H:12]2[O:17][CH2:36][CH2:35][C:29]2[CH:30]=[CH:31][C:32]([O:33][CH3:34])=[C:27]([O:26][CH2:19][C:20]3[CH:25]=[CH:24][CH:23]=[CH:22][CH:21]=3)[CH:28]=2)[C:6]1=[O:18])(=[O:3])[CH3:2]. The yield is 0.860. The catalyst is ClCCl. The reactants are [C:1]([O:4][C@@H:5]1[CH2:9][C:8](=[O:10])[N:7]([C@@H:11]2[CH2:16][CH2:15][CH2:14][CH2:13][C@H:12]2[OH:17])[C:6]1=[O:18])(=[O:3])[CH3:2].[CH2:19]([O:26][C:27]1[CH:28]=[C:29]([CH2:35][CH2:36]N=C([O-])C(Cl)(Cl)Cl)[CH:30]=[CH:31][C:32]=1[O:33][CH3:34])[C:20]1[CH:25]=[CH:24][CH:23]=[CH:22][CH:21]=1. (7) The product is [F:29][C:16]1[CH:15]=[C:14]([C:2]2[CH:3]=[C:4]([C:9]([F:12])([F:11])[F:10])[C:5]([N:36]3[CH2:35][CH2:34][N:33]([C:52]([O:54][C:55]([CH3:58])([CH3:57])[CH3:56])=[O:53])[CH2:32][C@@H:31]3[CH3:30])=[N:6][CH:7]=2)[CH:19]=[CH:18][C:17]=1[N:20]1[C:24](=[O:25])[N:23]([CH2:26][CH2:27][CH3:28])[N:22]=[CH:21]1. The reactants are Br[C:2]1[CH:3]=[C:4]([C:9]([F:12])([F:11])[F:10])[C:5](Cl)=[N:6][CH:7]=1.Br[C:14]1[CH:19]=[CH:18][C:17]([N:20]2[C:24](=[O:25])[N:23]([CH2:26][CH2:27][CH3:28])[N:22]=[CH:21]2)=[C:16]([F:29])[CH:15]=1.[CH3:30][C@@H:31]1[N:36](C2N=CC(B3OC(C)(C)C(C)(C)O3)=CN=2)[CH2:35][CH2:34][N:33]([C:52]([O:54][C:55]([CH3:58])([CH3:57])[CH3:56])=[O:53])[CH2:32]1.BrC1C=CC(N2C(=O)N(C)N=C2)=C(F)C=1. No catalyst specified. The yield is 0.890. (8) The reactants are [CH3:1][O:2][C:3]1[CH:8]=[CH:7][C:6]([C:9]2[N:14]=[C:13]([C:15]#[N:16])[CH:12]=[CH:11][CH:10]=2)=[CH:5][CH:4]=1.[C:17](OC)(=[O:25])[C:18]1[C:19](=[CH:21][CH:22]=[CH:23][CH:24]=1)[SH:20].C(N(CC)CC)C. The catalyst is C1(C)C=CC=CC=1. The product is [CH3:1][O:2][C:3]1[CH:8]=[CH:7][C:6]([C:9]2[N:14]=[C:13]([C:15]3[S:20][C:19]4[CH:21]=[CH:22][CH:23]=[CH:24][C:18]=4[C:17](=[O:25])[N:16]=3)[CH:12]=[CH:11][CH:10]=2)=[CH:5][CH:4]=1. The yield is 0.650. (9) The reactants are [C:1]1([C@H:7]2[CH2:11][O:10][C:9](=[O:12])[N:8]2[CH2:13][C:14]([OH:16])=[O:15])[CH:6]=[CH:5][CH:4]=[CH:3][CH:2]=1.[C:17](Cl)(=O)C. The catalyst is CO. The product is [C:1]1([C@H:7]2[CH2:11][O:10][C:9](=[O:12])[N:8]2[CH2:13][C:14]([O:16][CH3:17])=[O:15])[CH:2]=[CH:3][CH:4]=[CH:5][CH:6]=1. The yield is 0.940.